From a dataset of Forward reaction prediction with 1.9M reactions from USPTO patents (1976-2016). Predict the product of the given reaction. (1) Given the reactants Br[C:2]1[C:7]([CH3:8])=[CH:6][C:5]([Br:9])=[CH:4][N:3]=1.[Cu](C#N)[C:11]#[N:12], predict the reaction product. The product is: [Br:9][C:5]1[CH:6]=[C:7]([CH3:8])[C:2]([C:11]#[N:12])=[N:3][CH:4]=1. (2) Given the reactants [CH2:1]([O:3][C:4]1[CH:5]=[C:6]([CH:28]=[C:29]([O:32][CH2:33][CH3:34])[C:30]=1I)[CH2:7][N:8]1[CH2:11][C:10]2([CH2:15][C:14]([N:16]3[CH2:21][CH2:20][C:19]([CH3:27])([C:22]([O:24]CC)=[O:23])[CH2:18][CH2:17]3)=[N:13][O:12]2)[CH2:9]1)[CH3:2].[N:35]1[CH:40]=[C:39](B(O)O)[CH:38]=[N:37][CH:36]=1, predict the reaction product. The product is: [CH2:33]([O:32][C:29]1[CH:28]=[C:6]([CH:5]=[C:4]([O:3][CH2:1][CH3:2])[C:30]=1[C:39]1[CH:40]=[N:35][CH:36]=[N:37][CH:38]=1)[CH2:7][N:8]1[CH2:9][C:10]2([CH2:15][C:14]([N:16]3[CH2:21][CH2:20][C:19]([CH3:27])([C:22]([OH:24])=[O:23])[CH2:18][CH2:17]3)=[N:13][O:12]2)[CH2:11]1)[CH3:34].